This data is from Experimentally validated miRNA-target interactions with 360,000+ pairs, plus equal number of negative samples. The task is: Binary Classification. Given a miRNA mature sequence and a target amino acid sequence, predict their likelihood of interaction. (1) The miRNA is hsa-miR-615-3p with sequence UCCGAGCCUGGGUCUCCCUCUU. The protein sequence of the target gene is MQIFVKTLTGKTITLEVEPSDTIENVKAKIQDKEGIPPDQQRLIFAGKQLEDGRTLSDYNIQKESTLHLVLRLRGGIIEPSLRQLAQKYNCDKMICRKCYARLHPRAVNCRKKKCGHTNNLRPKKKVK. Result: 1 (interaction). (2) The miRNA is hsa-miR-18b-3p with sequence UGCCCUAAAUGCCCCUUCUGGC. The protein sequence of the target gene is MAAGPIRVVLVLLGVLSVCAASGHGSVAEREAGGEAEWAEPWDGAVFRPPSALGAVGVTRSSGTPRPGREEAGDLPVLLWWSPGLFPHFPGDSERIECARGACVASRNRRALRDSRTRALLFYGTDFRASAAPLPRLAHQSWALLHEESPLNNFLLSHGPGIRLFNLTSTFSRHSDYPLSLQWLPGTAYLRRPVPPPMERAEWRRRGYAPLLYLQSHCDVPADRDRYVRELMRHIPVDSYGKCLQNRELPTARLQDTATATTEDPELLAFLSRYKFHLALENAICNDYMTEKLWRPMHLG.... Result: 1 (interaction). (3) The protein sequence of the target gene is MAKATSGAAGLGLKLILLLPLLGEAPLGLYFSRDAYWERLYVDQPAGTPLLYVHALRDAPGEVPSFRLGQHLYGVYRTRLHENDWIRINETTGLLYLNQSLDHSSWEQLSIRNGGFPLLTIFLQVFLGSTAQREGECHWPGCTRVYFSFINDTFPNCSSFKAQDLCIPETAVSFRVRENRPPGTFYHFHMLPVQFLCPNISVKYSLLGGDSLPFRCDPDCLEVSTRWALDRELREKYVLEALCIVAGPGANKETVTLSFPVTVYDEDDSAPTFSGGVGTASAVVEFKRKEGTVVATLQVF.... Result: 0 (no interaction). The miRNA is cel-miR-237-5p with sequence UCCCUGAGAAUUCUCGAACAGCU. (4) The protein sequence of the target gene is MGANNGKQYGSEGKGSSSISSDVSSSTDHTPTKAQKNVATSEDSDLSMRTLSTPSPALICPPNLPGFQNGRGSSTSSSSITGETVAMVHSPPPTRLTHPLIRLASRPQKEQASIDRLPDHSMVQIFSFLPTNQLCRCARVCRRWYNLAWDPRLWRTIRLTGETINVDRALKVLTRRLCQDTPNVCLMLETVTVSGCRRLTDRGLYTIAQCCPELRRLEVSGCYNISNEAVFDVVSLCPNLEHLDVSGCSKVTCISLTREASIKLSPLHGKQISIRYLDMTDCFVLEDEGLHTIAAHCTQL.... The miRNA is hsa-miR-3675-5p with sequence UAUGGGGCUUCUGUAGAGAUUUC. Result: 0 (no interaction). (5) The miRNA is hcmv-miR-US33-5p with sequence GAUUGUGCCCGGACCGUGGGCG. The protein sequence of the target gene is MLQTPESRGLPVPQAEGEKDGGHDGETRAPTASQERPKEELGAGREEGAAEPALTRKGARALAAKALARRRAYRRLNRTVAELVQFLLVKDKKKSPITRSEMVKYVIGDLKILFPDIIARAAEHLRYVFGFELKQFDRKHHTYILINKLKPLEEEEEEDLGGDGPRLGLLMMILGLIYMRGNSAREAQVWEMLRRLGVQPSKYHFLFGYPKRLIMEDFVQQRYLSYRRVPHTNPPEYEFSWGPRSNLEISKMEVLGFVAKLHKKEPQHWPVQYREALADEADRARAKARAEASMRARASA.... Result: 0 (no interaction). (6) The miRNA is hsa-miR-6511a-5p with sequence CAGGCAGAAGUGGGGCUGACAGG. The protein sequence of the target gene is MSENRKPLLGFVSKLTSGTALGNSGKTHCPLCLGLFKAPRLLPCLHTVCTTCLEQLEPFSVVDIRGGDSDTSSEGSIFQELKPRSLQSQIGILCPVCDAQVDLPMGGVKALTIDHLAVNDVMLESLRGEGQGLVCDLCNDREVEKRCQTCKANLCHFCCQAHRRQKKTTYHTMVDLKDLKGYSRIGKPILCPVHPAEELRLFCEFCDRPVCQDCVVGEHREHPCDFTSNVIHKHGDSVWELLKGTQPHVEALEEALAQIHIINSALQKRVEAVAADVRTFSEGYIKAIEEHRDKLLKQLE.... Result: 1 (interaction).